From a dataset of Forward reaction prediction with 1.9M reactions from USPTO patents (1976-2016). Predict the product of the given reaction. Given the reactants [C:1]1([Mg]Br)[CH:6]=[CH:5][CH:4]=[CH:3][CH:2]=1.[CH3:9][O:10][C:11]1[CH:16]=[CH:15][C:14]([C:17]2[C:26](=[O:27])[C:25]3[C:20](=[CH:21][C:22]([O:28][CH2:29][CH:30]4[CH2:32][O:31]4)=[CH:23][CH:24]=3)[O:19][CH:18]=2)=[CH:13][CH:12]=1, predict the reaction product. The product is: [OH:31][CH:30]([CH2:32][C:1]1[CH:6]=[CH:5][CH:4]=[CH:3][CH:2]=1)[CH2:29][O:28][C:22]1[CH:21]=[C:20]2[C:25]([C:26](=[O:27])[C:17]([C:14]3[CH:15]=[CH:16][C:11]([O:10][CH3:9])=[CH:12][CH:13]=3)=[CH:18][O:19]2)=[CH:24][CH:23]=1.